Task: Predict the product of the given reaction.. Dataset: Forward reaction prediction with 1.9M reactions from USPTO patents (1976-2016) Given the reactants [CH:1]1([C:4]2[O:5][C:6]([C:23]3[CH:28]=[CH:27][N:26]=[C:25](S(C)(=O)=O)[N:24]=3)=[C:7]([C:9]3[C:10]([F:22])=[C:11]([NH:15][S:16]([CH2:19][CH2:20][CH3:21])(=[O:18])=[O:17])[CH:12]=[CH:13][CH:14]=3)[N:8]=2)[CH2:3][CH2:2]1.[CH3:33][NH2:34], predict the reaction product. The product is: [CH:1]1([C:4]2[O:5][C:6]([C:23]3[CH:28]=[CH:27][N:26]=[C:25]([NH:34][CH3:33])[N:24]=3)=[C:7]([C:9]3[C:10]([F:22])=[C:11]([NH:15][S:16]([CH2:19][CH2:20][CH3:21])(=[O:17])=[O:18])[CH:12]=[CH:13][CH:14]=3)[N:8]=2)[CH2:2][CH2:3]1.